Predict the reactants needed to synthesize the given product. From a dataset of Full USPTO retrosynthesis dataset with 1.9M reactions from patents (1976-2016). (1) The reactants are: Br[C:2]1[CH:3]=[CH:4][C:5]2[NH:11][C:10](=[O:12])[CH2:9][O:8][C:7]([C:18]3[S:19][CH:20]=[CH:21][CH:22]=3)([C:13]3[S:14][CH:15]=[CH:16][CH:17]=3)[C:6]=2[CH:23]=1.[Cl:24][C:25]1[CH:26]=[C:27](B(O)O)[CH:28]=[CH:29][C:30]=1[F:31]. Given the product [CH2:9]1[O:8][C:7]([C:18]2[S:19][CH:20]=[CH:21][CH:22]=2)([C:13]2[S:14][CH:15]=[CH:16][CH:17]=2)[C:6]2[CH:23]=[C:2]([C:27]3[CH:28]=[CH:29][C:30]([F:31])=[C:25]([Cl:24])[CH:26]=3)[CH:3]=[CH:4][C:5]=2[NH:11][C:10]1=[O:12], predict the reactants needed to synthesize it. (2) Given the product [CH2:21]([O:20][C:15]1[CH:14]=[C:13]([NH:12][C:10]([NH2:9])=[S:11])[CH:18]=[C:17]([Br:19])[CH:16]=1)[C:22]1[CH:23]=[CH:24][CH:25]=[CH:26][CH:27]=1, predict the reactants needed to synthesize it. The reactants are: C([NH:9][C:10]([NH:12][C:13]1[CH:18]=[C:17]([Br:19])[CH:16]=[C:15]([O:20][CH2:21][C:22]2[CH:27]=[CH:26][CH:25]=[CH:24][CH:23]=2)[CH:14]=1)=[S:11])(=O)C1C=CC=CC=1.[OH-].[Na+]. (3) Given the product [NH2:3][C:6]1[CH:11]=[CH:10][CH:9]=[CH:8][C:7]=1[C:12]1[O:16][C:15]([NH2:17])=[N:14][N:13]=1, predict the reactants needed to synthesize it. The reactants are: [H][H].[N+:3]([C:6]1[CH:11]=[CH:10][CH:9]=[CH:8][C:7]=1[C:12]1[O:16][C:15]([NH2:17])=[N:14][N:13]=1)([O-])=O. (4) Given the product [F:23][C:22]([F:25])([F:24])[C:17]1[CH:18]=[CH:19][CH:20]=[CH:21][C:16]=1[O:15][C@H:12]1[CH2:13][CH2:14][N:10]([C:8]2[S:9][C:5]([C:3]3[N:4]=[C:26]([CH2:27][OH:28])[O:1][N:2]=3)=[CH:6][N:7]=2)[CH2:11]1, predict the reactants needed to synthesize it. The reactants are: [OH:1][N:2]=[C:3]([C:5]1[S:9][C:8]([N:10]2[CH2:14][CH2:13][C@H:12]([O:15][C:16]3[CH:21]=[CH:20][CH:19]=[CH:18][C:17]=3[C:22]([F:25])([F:24])[F:23])[CH2:11]2)=[N:7][CH:6]=1)[NH2:4].[C:26](OCC)(=O)[CH2:27][OH:28].[O-]CC.[Na+]. (5) Given the product [OH:14][CH:12]1[CH2:11][N:10]([C:6]2[C:5]3[N:4]([N:3]=[C:2]([NH:1][C:22]4[CH:30]=[C:29]5[C:25]([C:26]([CH3:33])([CH3:32])[C:27](=[O:31])[NH:28]5)=[CH:24][CH:23]=4)[N:15]=3)[CH:9]=[CH:8][N:7]=2)[CH2:13]1, predict the reactants needed to synthesize it. The reactants are: [NH2:1][C:2]1[N:15]=[C:5]2[C:6]([N:10]3[CH2:13][CH:12]([OH:14])[CH2:11]3)=[N:7][CH:8]=[CH:9][N:4]2[N:3]=1.N1CC(O)C1.Cl[C:22]1[CH:30]=[C:29]2[C:25]([C:26]([CH3:33])([CH3:32])[C:27](=[O:31])[NH:28]2)=[CH:24][CH:23]=1. (6) Given the product [Cl:1][CH2:2][C:3]([NH:6][C:7]1[CH:14]=[CH:13][CH:12]=[CH:11][C:8]=1[CH2:9][OH:10])=[O:4], predict the reactants needed to synthesize it. The reactants are: [Cl:1][CH2:2][C:3](Cl)=[O:4].[NH2:6][C:7]1[CH:14]=[CH:13][CH:12]=[CH:11][C:8]=1[CH2:9][OH:10].C(N(C(C)C)CC)(C)C. (7) Given the product [CH3:16][C:14]1[CH:15]=[C:11]([CH2:10][NH2:7])[O:12][C:13]=1[CH3:17], predict the reactants needed to synthesize it. The reactants are: [H-].[Li+].[Al+3].[H-].[H-].[H-].[N:7]([CH2:10][C:11]1[O:12][C:13]([CH3:17])=[C:14]([CH3:16])[CH:15]=1)=[N+]=[N-]. (8) Given the product [I:28][C:19]1[CH:20]=[CH:21][C:22]([C:24]([F:25])([F:26])[F:27])=[CH:23][C:18]=1[CH2:17][N:12]1[CH2:11][CH2:10][CH:9]([C:3]2[CH:4]=[CH:5][CH:6]=[CH:7][CH:8]=2)[O:14][C:13]1=[O:15], predict the reactants needed to synthesize it. The reactants are: [H-].[Na+].[C:3]1([CH:9]2[O:14][C:13](=[O:15])[NH:12][CH2:11][CH2:10]2)[CH:8]=[CH:7][CH:6]=[CH:5][CH:4]=1.Br[CH2:17][C:18]1[CH:23]=[C:22]([C:24]([F:27])([F:26])[F:25])[CH:21]=[CH:20][C:19]=1[I:28].[NH4+].[Cl-]. (9) Given the product [Cl:1][C:2]1[CH:7]=[CH:6][C:5]([O:8][C:26]2[C:25]([F:29])=[CH:24][C:19]([C:20]([O:22][CH3:23])=[O:21])=[C:18]([F:17])[CH:27]=2)=[C:4]([O:9][CH3:10])[CH:3]=1, predict the reactants needed to synthesize it. The reactants are: [Cl:1][C:2]1[CH:7]=[CH:6][C:5]([OH:8])=[C:4]([O:9][CH3:10])[CH:3]=1.C(=O)([O-])[O-].[K+].[K+].[F:17][C:18]1[CH:27]=[C:26](F)[C:25]([F:29])=[CH:24][C:19]=1[C:20]([O:22][CH3:23])=[O:21]. (10) Given the product [NH2:5][CH2:6][CH:7]([C:15]1[NH:16][C:17]2[C:22]([CH:23]=1)=[CH:21][CH:20]=[CH:19][N:18]=2)[O:8][CH:9]1[CH2:14][CH2:13][CH2:12][CH2:11][O:10]1, predict the reactants needed to synthesize it. The reactants are: C1(=O)[N:5]([CH2:6][CH:7]([C:15]2[NH:16][C:17]3[C:22]([CH:23]=2)=[CH:21][CH:20]=[CH:19][N:18]=3)[O:8][CH:9]2[CH2:14][CH2:13][CH2:12][CH2:11][O:10]2)C(=O)C2=CC=CC=C12.CCO.